Dataset: Catalyst prediction with 721,799 reactions and 888 catalyst types from USPTO. Task: Predict which catalyst facilitates the given reaction. Reactant: [O:1]1[CH2:6][CH2:5][CH2:4][CH2:3][CH:2]1[N:7]1[C:11]2=[N:12][CH:13]=[C:14](B3OC(C)(C)C(C)(C)O3)[CH:15]=[C:10]2[C:9]([CH:25]=[O:26])=[N:8]1.Br[C:28]1[CH:29]=[C:30]([NH:34][C:35](=[O:40])[CH2:36][CH2:37][CH2:38][CH3:39])[CH:31]=[N:32][CH:33]=1.C([O-])([O-])=O.[Na+].[Na+].COCCOC. Product: [CH:25]([C:9]1[C:10]2[C:11](=[N:12][CH:13]=[C:14]([C:28]3[CH:29]=[C:30]([NH:34][C:35](=[O:40])[CH2:36][CH2:37][CH2:38][CH3:39])[CH:31]=[N:32][CH:33]=3)[CH:15]=2)[N:7]([CH:2]2[CH2:3][CH2:4][CH2:5][CH2:6][O:1]2)[N:8]=1)=[O:26]. The catalyst class is: 587.